This data is from NCI-60 drug combinations with 297,098 pairs across 59 cell lines. The task is: Regression. Given two drug SMILES strings and cell line genomic features, predict the synergy score measuring deviation from expected non-interaction effect. Drug 1: CC(C1=C(C=CC(=C1Cl)F)Cl)OC2=C(N=CC(=C2)C3=CN(N=C3)C4CCNCC4)N. Drug 2: CC(CN1CC(=O)NC(=O)C1)N2CC(=O)NC(=O)C2. Cell line: HCT116. Synergy scores: CSS=34.3, Synergy_ZIP=-5.41, Synergy_Bliss=-2.47, Synergy_Loewe=0.185, Synergy_HSA=0.709.